The task is: Predict the reaction yield, written as a fraction of the theoretical maximum amount of product (1.0 means a 100% yield; for example, 0.34 means a 34% yield).. This data is from Reaction yield outcomes from USPTO patents with 853,638 reactions. (1) The reactants are CO[Na].[CH2:4]([O:6][C:7](=[O:12])[CH2:8][C:9](=[O:11])[CH3:10])C.C([O:15][C:16](=O)[CH:17]=[CH:18][CH3:19])C. The catalyst is CO. The product is [CH3:4][O:6][C:7]([C:8]1[CH:18]([CH3:19])[CH2:17][C:16](=[O:15])[CH2:10][C:9]=1[OH:11])=[O:12]. The yield is 0.420. (2) The reactants are N1C=CC=CC=1.[NH2:7][C:8]1[CH:13]=[C:12]([CH2:14][C:15]2[C:20]([Cl:21])=[CH:19][CH:18]=[CH:17][C:16]=2[Cl:22])[N:11]=[C:10]([NH:23][C:24]2[CH:31]=[CH:30][C:27]([C:28]#[N:29])=[CH:26][CH:25]=2)[N:9]=1.[C:32](Cl)(=[O:40])[CH2:33][CH2:34][CH2:35][CH2:36][CH2:37][CH2:38][CH3:39]. The catalyst is C(Cl)Cl. The product is [Cl:22][C:16]1[CH:17]=[CH:18][CH:19]=[C:20]([Cl:21])[C:15]=1[CH2:14][C:12]1[N:11]=[C:10]([NH:23][C:24]2[CH:25]=[CH:26][C:27]([C:28]#[N:29])=[CH:30][CH:31]=2)[N:9]=[C:8]([NH:7][C:32](=[O:40])[CH2:33][CH2:34][CH2:35][CH2:36][CH2:37][CH2:38][CH3:39])[CH:13]=1. The yield is 0.686. (3) The reactants are [C:1]([C:3]1[CH:11]=[CH:10][CH:9]=[C:8]2[C:4]=1[CH:5]=[CH:6][NH:7]2)#[N:2].Cl.[NH2:13][OH:14].C([O-])([O-])=O.[Na+].[Na+]. The product is [OH:14][NH:13][C:1]([C:3]1[C:4]2[CH:5]=[CH:6][NH:7][C:8]=2[CH:9]=[CH:10][CH:11]=1)=[NH:2]. The yield is 0.940. The catalyst is O.CCO. (4) The reactants are [CH2:1]([NH:5][CH2:6][C@@H:7]([C@H:9]([C@@H:11]([C@@H:13]([CH2:15][OH:16])[OH:14])[OH:12])[OH:10])[OH:8])[CH2:2][CH2:3][CH3:4].Cl. The catalyst is O. The product is [CH2:1]([NH:5][CH2:6][C@@H:7]1[O:8][C@:13]([OH:14])([CH2:15][OH:16])[C@@H:11]([OH:12])[C@@H:9]1[OH:10])[CH2:2][CH2:3][CH3:4]. The yield is 0.750. (5) The reactants are [CH2:1]([C:3]1[C:7]2[CH:8]=[CH:9][CH:10]=[CH:11][C:6]=2[O:5][C:4]=1[CH2:12][NH:13][CH3:14])[CH3:2].[O:15]=[C:16]1[CH2:21][O:20][C:19]2[CH:22]=[C:23](/[CH:26]=[CH:27]/[C:28]([OH:30])=O)[CH:24]=[N:25][C:18]=2[NH:17]1.ON1C2C=CC=CC=2N=N1.C(N(C(C)C)CC)(C)C. The catalyst is CN(C=O)C.O. The product is [CH2:1]([C:3]1[C:7]2[CH:8]=[CH:9][CH:10]=[CH:11][C:6]=2[O:5][C:4]=1[CH2:12][N:13]([CH3:14])[C:28](=[O:30])/[CH:27]=[CH:26]/[C:23]1[CH:24]=[N:25][C:18]2[NH:17][C:16](=[O:15])[CH2:21][O:20][C:19]=2[CH:22]=1)[CH3:2]. The yield is 0.520. (6) The reactants are C(C(NC(CC(C)C)C(O)=O)CC1N(CC2C=C(Cl)C=C(Cl)C=2)N=CC=1)(O)=O.[CH3:29][C:30]1[CH:34]=[CH:33][NH:32][N:31]=1.[C:35](O[C:35]([O:37][C:38]([CH3:41])([CH3:40])[CH3:39])=[O:36])([O:37][C:38]([CH3:41])([CH3:40])[CH3:39])=[O:36]. The catalyst is C(#N)C.CN(C)C1C=CN=CC=1.C(OCC)(=O)C. The product is [C:38]([O:37][C:35]([N:32]1[CH:33]=[CH:34][C:30]([CH3:29])=[N:31]1)=[O:36])([CH3:41])([CH3:40])[CH3:39]. The yield is 0.950. (7) The reactants are O[CH2:2][CH2:3][O:4][CH:5]1[CH2:10][CH2:9][N:8]([C:11]([O:13][C:14]([CH3:17])([CH3:16])[CH3:15])=[O:12])[CH2:7][CH2:6]1.[I:18]I.N1C=CN=C1.C1C=CC(P(C2C=CC=CC=2)C2C=CC=CC=2)=CC=1. The catalyst is C(Cl)Cl. The product is [I:18][CH2:2][CH2:3][O:4][CH:5]1[CH2:10][CH2:9][N:8]([C:11]([O:13][C:14]([CH3:17])([CH3:16])[CH3:15])=[O:12])[CH2:7][CH2:6]1. The yield is 0.690.